Predict the reactants needed to synthesize the given product. From a dataset of Full USPTO retrosynthesis dataset with 1.9M reactions from patents (1976-2016). Given the product [CH2:1]([NH:8][C:9]1[C:10]2[N:11]([CH:16]=[CH:17][C:18]=2[Cl:19])[N:12]=[C:13]([C:32]2[CH:33]=[C:28]([S:25]([NH:24][C:20]([CH3:23])([CH3:22])[CH3:21])(=[O:27])=[O:26])[CH:29]=[N:30][CH:31]=2)[CH:14]=1)[C:2]1[CH:7]=[CH:6][CH:5]=[CH:4][CH:3]=1, predict the reactants needed to synthesize it. The reactants are: [CH2:1]([NH:8][C:9]1[C:10]2[N:11]([CH:16]=[CH:17][C:18]=2[Cl:19])[N:12]=[C:13](Cl)[CH:14]=1)[C:2]1[CH:7]=[CH:6][CH:5]=[CH:4][CH:3]=1.[C:20]([NH:24][S:25]([C:28]1[CH:29]=[N:30][CH:31]=[C:32](B2OC(C)(C)C(C)(C)O2)[CH:33]=1)(=[O:27])=[O:26])([CH3:23])([CH3:22])[CH3:21].C([O-])([O-])=O.[Cs+].[Cs+].